Dataset: Full USPTO retrosynthesis dataset with 1.9M reactions from patents (1976-2016). Task: Predict the reactants needed to synthesize the given product. (1) Given the product [NH2:1][C:2]1[CH:10]=[CH:9][C:5]([C:6]([NH:24][CH2:23][C:21]2[S:22][C:18]([CH2:11][C:12]3[CH:17]=[CH:16][CH:15]=[CH:14][CH:13]=3)=[CH:19][CH:20]=2)=[O:8])=[CH:4][N:3]=1, predict the reactants needed to synthesize it. The reactants are: [NH2:1][C:2]1[CH:10]=[CH:9][C:5]([C:6]([OH:8])=O)=[CH:4][N:3]=1.[CH2:11]([C:18]1[S:22][C:21]([CH2:23][NH2:24])=[CH:20][CH:19]=1)[C:12]1[CH:17]=[CH:16][CH:15]=[CH:14][CH:13]=1.F[P-](F)(F)(F)(F)F.N1([P+](N(C)C)(N(C)C)N(C)C)C2C=CC=CC=2N=N1.C(N(CC)CC)C. (2) Given the product [NH2:15][C:14]1[CH:21]=[CH:22][C:11]([F:10])=[CH:12][C:13]=1[C:18]([NH:5][C:4]1[CH:6]=[CH:7][CH:8]=[C:2]([Br:1])[C:3]=1[CH3:9])=[O:17], predict the reactants needed to synthesize it. The reactants are: [Br:1][C:2]1[C:3]([CH3:9])=[C:4]([CH:6]=[CH:7][CH:8]=1)[NH2:5].[F:10][C:11]1[CH:22]=[CH:21][C:14]2[NH:15]C(=O)[O:17][C:18](=O)[C:13]=2[CH:12]=1.C[Al](C)C.Cl.